This data is from NCI-60 drug combinations with 297,098 pairs across 59 cell lines. The task is: Regression. Given two drug SMILES strings and cell line genomic features, predict the synergy score measuring deviation from expected non-interaction effect. (1) Drug 1: CC1C(C(CC(O1)OC2CC(OC(C2O)C)OC3=CC4=CC5=C(C(=O)C(C(C5)C(C(=O)C(C(C)O)O)OC)OC6CC(C(C(O6)C)O)OC7CC(C(C(O7)C)O)OC8CC(C(C(O8)C)O)(C)O)C(=C4C(=C3C)O)O)O)O. Drug 2: CC1=C(C=C(C=C1)C(=O)NC2=CC(=CC(=C2)C(F)(F)F)N3C=C(N=C3)C)NC4=NC=CC(=N4)C5=CN=CC=C5. Cell line: ACHN. Synergy scores: CSS=49.3, Synergy_ZIP=2.98, Synergy_Bliss=3.90, Synergy_Loewe=-16.4, Synergy_HSA=2.06. (2) Drug 1: C1=NC2=C(N1)C(=S)N=CN2. Drug 2: C1CN(P(=O)(OC1)NCCCl)CCCl. Cell line: 786-0. Synergy scores: CSS=46.3, Synergy_ZIP=-0.926, Synergy_Bliss=-3.09, Synergy_Loewe=-58.5, Synergy_HSA=-3.14. (3) Drug 1: CC1=CC=C(C=C1)C2=CC(=NN2C3=CC=C(C=C3)S(=O)(=O)N)C(F)(F)F. Drug 2: CC=C1C(=O)NC(C(=O)OC2CC(=O)NC(C(=O)NC(CSSCCC=C2)C(=O)N1)C(C)C)C(C)C. Cell line: UACC-257. Synergy scores: CSS=27.6, Synergy_ZIP=1.51, Synergy_Bliss=1.37, Synergy_Loewe=-53.6, Synergy_HSA=-3.98. (4) Drug 1: C1C(C(OC1N2C=C(C(=O)NC2=O)F)CO)O. Drug 2: C1CC(=O)NC(=O)C1N2C(=O)C3=CC=CC=C3C2=O. Synergy scores: CSS=2.92, Synergy_ZIP=-0.488, Synergy_Bliss=1.12, Synergy_Loewe=-3.08, Synergy_HSA=-0.460. Cell line: CAKI-1. (5) Drug 1: C1=CC=C(C(=C1)C(C2=CC=C(C=C2)Cl)C(Cl)Cl)Cl. Drug 2: CCCCCOC(=O)NC1=NC(=O)N(C=C1F)C2C(C(C(O2)C)O)O. Cell line: M14. Synergy scores: CSS=-2.91, Synergy_ZIP=1.34, Synergy_Bliss=-0.854, Synergy_Loewe=-3.93, Synergy_HSA=-3.76. (6) Drug 1: CC(C1=C(C=CC(=C1Cl)F)Cl)OC2=C(N=CC(=C2)C3=CN(N=C3)C4CCNCC4)N. Drug 2: C1CNP(=O)(OC1)N(CCCl)CCCl. Cell line: T-47D. Synergy scores: CSS=-5.20, Synergy_ZIP=0.630, Synergy_Bliss=-6.11, Synergy_Loewe=-7.16, Synergy_HSA=-7.76.